From a dataset of Full USPTO retrosynthesis dataset with 1.9M reactions from patents (1976-2016). Predict the reactants needed to synthesize the given product. (1) Given the product [F:13][C:14]([F:27])([F:28])[C:15]1[CH:22]=[C:21]([C:23]([F:26])([F:24])[F:25])[CH:20]=[CH:19][C:16]=1[CH2:17][N:4]1[CH2:3][CH:2]2[CH2:12][CH:6]([CH2:7][CH:8]([CH2:10][OH:11])[CH2:9]2)[CH2:5]1, predict the reactants needed to synthesize it. The reactants are: Cl.[CH:2]12[CH2:12][CH:6]([CH2:7][CH:8]([CH2:10][OH:11])[CH2:9]1)[CH2:5][NH:4][CH2:3]2.[F:13][C:14]([F:28])([F:27])[C:15]1[CH:22]=[C:21]([C:23]([F:26])([F:25])[F:24])[CH:20]=[CH:19][C:16]=1[CH:17]=O.C(O[BH-](OC(=O)C)OC(=O)C)(=O)C.[Na+].[OH-].[Na+]. (2) Given the product [C:2]([C@@H:3]([NH:8][C:9](=[O:15])[O:10][C:11]([CH3:13])([CH3:12])[CH3:14])[CH2:4][CH:5]1[CH2:7][CH2:6]1)#[N:1], predict the reactants needed to synthesize it. The reactants are: [NH2:1][C:2](=O)[C@@H:3]([NH:8][C:9](=[O:15])[O:10][C:11]([CH3:14])([CH3:13])[CH3:12])[CH2:4][CH:5]1[CH2:7][CH2:6]1.C(N(CC)CC)C.FC(F)(F)C(OC(=O)C(F)(F)F)=O. (3) Given the product [CH2:29]([N:3]([CH2:1][CH3:2])[C:4]1[CH:9]=[C:8]([C:10]2[O:14][N:13]=[C:12]([C:15]3[CH:24]=[C:23]([CH3:25])[C:18]([O:19][CH2:20][CH2:21][O:22][S:41]([CH3:40])(=[O:43])=[O:42])=[C:17]([CH2:26][CH3:27])[CH:16]=3)[N:11]=2)[CH:7]=[C:6]([CH3:28])[N:5]=1)[CH3:30], predict the reactants needed to synthesize it. The reactants are: [CH2:1]([N:3]([CH2:29][CH3:30])[C:4]1[CH:9]=[C:8]([C:10]2[O:14][N:13]=[C:12]([C:15]3[CH:24]=[C:23]([CH3:25])[C:18]([O:19][CH2:20][CH2:21][OH:22])=[C:17]([CH2:26][CH3:27])[CH:16]=3)[N:11]=2)[CH:7]=[C:6]([CH3:28])[N:5]=1)[CH3:2].CCN(C(C)C)C(C)C.[CH3:40][S:41](Cl)(=[O:43])=[O:42]. (4) Given the product [CH3:2][O:3][C:4](=[O:11])[C@@H:5]([N:10]1[CH2:25][C:16]2[C:15](=[CH:20][CH:19]=[CH:18][C:17]=2[C:21]([F:24])([F:22])[F:23])[C:14]1=[O:13])[CH2:6][CH2:7][S:8][CH3:9], predict the reactants needed to synthesize it. The reactants are: Cl.[CH3:2][O:3][C:4](=[O:11])[C@@H:5]([NH2:10])[CH2:6][CH2:7][S:8][CH3:9].C[O:13][C:14](=O)[C:15]1[CH:20]=[CH:19][CH:18]=[C:17]([C:21]([F:24])([F:23])[F:22])[C:16]=1[CH2:25]Br.C(N(CC)CC)C. (5) Given the product [C:6]([O:5][C:3](=[O:4])[CH2:2][N:20]1[CH2:21][CH2:22][N:17]([CH3:16])[CH2:18][CH2:19]1)([CH3:9])([CH3:8])[CH3:7], predict the reactants needed to synthesize it. The reactants are: Cl[CH2:2][C:3]([O:5][C:6]([CH3:9])([CH3:8])[CH3:7])=[O:4].C(=O)([O-])[O-].[K+].[K+].[CH3:16][N:17]1[CH2:22][CH2:21][NH:20][CH2:19][CH2:18]1. (6) Given the product [NH2:9][CH2:10][CH2:11][N:12]([CH2:16][CH2:17][NH2:18])[CH2:13][CH2:14][NH:15][CH2:7][C:2]1[CH:3]=[CH:4][CH:5]=[CH:6][N:1]=1, predict the reactants needed to synthesize it. The reactants are: [N:1]1[CH:6]=[CH:5][CH:4]=[CH:3][C:2]=1[CH:7]=O.[NH2:9][CH2:10][CH2:11][N:12]([CH2:16][CH2:17][NH2:18])[CH2:13][CH2:14][NH2:15]. (7) Given the product [CH3:12][O:13][C:14]1[CH:15]=[C:16](/[CH:22]=[CH:23]/[C:24]2[NH:1][C:2]3[CH:7]=[CH:6][CH:5]=[CH:4][C:3]=3[S:8](=[O:9])(=[O:10])[N:11]=2)[CH:17]=[CH:18][C:19]=1[O:20][CH3:21], predict the reactants needed to synthesize it. The reactants are: [NH2:1][C:2]1[CH:7]=[CH:6][CH:5]=[CH:4][C:3]=1[S:8]([NH2:11])(=[O:10])=[O:9].[CH3:12][O:13][C:14]1[CH:15]=[C:16](/[CH:22]=[CH:23]/[C:24](O)=O)[CH:17]=[CH:18][C:19]=1[O:20][CH3:21].CN(C(ON1N=NC2C=CC=CC1=2)=[N+](C)C)C.F[P-](F)(F)(F)(F)F.CCN(CC)CC.